Dataset: Full USPTO retrosynthesis dataset with 1.9M reactions from patents (1976-2016). Task: Predict the reactants needed to synthesize the given product. (1) Given the product [N:15]12[CH2:23][CH2:22][CH:19]([CH2:20][CH2:21]1)[N:18]([C:2]1[CH:11]=[CH:10][C:5]([C:6]([NH:8][CH3:9])=[O:7])=[C:4]([N+:12]([O-:14])=[O:13])[CH:3]=1)[CH2:17][CH2:16]2, predict the reactants needed to synthesize it. The reactants are: F[C:2]1[CH:11]=[CH:10][C:5]([C:6]([NH:8][CH3:9])=[O:7])=[C:4]([N+:12]([O-:14])=[O:13])[CH:3]=1.[N:15]12[CH2:23][CH2:22][CH:19]([CH2:20][CH2:21]1)[NH:18][CH2:17][CH2:16]2.C(=O)([O-])[O-].[K+].[K+]. (2) Given the product [CH2:1]([O:3][C:4](=[O:7])[CH:5]=[N:14][NH:13][CH2:8][CH2:9][CH2:10][CH2:11][CH3:12])[CH3:2], predict the reactants needed to synthesize it. The reactants are: [CH2:1]([O:3][C:4](=[O:7])[CH:5]=O)[CH3:2].[CH2:8]([NH:13][NH2:14])[CH2:9][CH2:10][CH2:11][CH3:12]. (3) The reactants are: [C:1]([C:3](=[CH:17][NH:18][C:19]1[CH:24]=[CH:23][C:22]([O:25][CH2:26][CH2:27][O:28][CH3:29])=[C:21]([I:30])[CH:20]=1)[C:4]([NH:6][C:7]1[CH:12]=[C:11]([O:13][CH3:14])[C:10]([Cl:15])=[CH:9][C:8]=1[Cl:16])=O)#[N:2].P(Cl)(Cl)(Cl)=O.O.[OH-].[Na+]. Given the product [Cl:16][C:8]1[CH:9]=[C:10]([Cl:15])[C:11]([O:13][CH3:14])=[CH:12][C:7]=1[NH:6][C:4]1[C:24]2[C:19](=[CH:20][C:21]([I:30])=[C:22]([O:25][CH2:26][CH2:27][O:28][CH3:29])[CH:23]=2)[N:18]=[CH:17][C:3]=1[C:1]#[N:2], predict the reactants needed to synthesize it. (4) Given the product [C:18]([O:17][C:15]([N:22]1[C:30]2[C:25](=[CH:26][C:27]([O:31][CH3:32])=[CH:28][CH:29]=2)[CH:24]=[C:23]1[C:2]1[CH:3]=[CH:4][C:5]([N+:12]([O-:14])=[O:13])=[C:6]2[C:10]=1[C:9](=[O:11])[NH:8][CH2:7]2)=[O:16])([CH3:21])([CH3:20])[CH3:19], predict the reactants needed to synthesize it. The reactants are: Br[C:2]1[CH:3]=[CH:4][C:5]([N+:12]([O-:14])=[O:13])=[C:6]2[C:10]=1[C:9](=[O:11])[NH:8][CH2:7]2.[C:15]([N:22]1[C:30]2[C:25](=[CH:26][C:27]([O:31][CH3:32])=[CH:28][CH:29]=2)[CH:24]=[C:23]1B(O)O)([O:17][C:18]([CH3:21])([CH3:20])[CH3:19])=[O:16]. (5) Given the product [F:15][C:2]([F:1])([C:8]1[CH:13]=[CH:12][CH:11]=[C:10]([F:14])[CH:9]=1)[C:3]([OH:5])=[O:4], predict the reactants needed to synthesize it. The reactants are: [F:1][C:2]([F:15])([C:8]1[CH:13]=[CH:12][CH:11]=[C:10]([F:14])[CH:9]=1)[C:3]([O:5]CC)=[O:4].C(O)C.O.[OH-].[Li+].